From a dataset of Forward reaction prediction with 1.9M reactions from USPTO patents (1976-2016). Predict the product of the given reaction. The product is: [CH3:11][N:12]([CH3:20])[C:13]1[CH:18]=[CH:17][C:16]([N:19]2[C:4](=[O:9])[CH2:3][C:2]([CH3:1])([CH3:10])[CH2:7][C:6]2=[O:8])=[CH:15][CH:14]=1. Given the reactants [CH3:1][C:2]1([CH3:10])[CH2:7][C:6](=[O:8])O[C:4](=[O:9])[CH2:3]1.[CH3:11][N:12]([CH3:20])[C:13]1[CH:18]=[CH:17][C:16]([NH2:19])=[CH:15][CH:14]=1.S(Cl)(Cl)=O.C(=O)([O-])[O-].[K+].[K+], predict the reaction product.